This data is from Reaction yield outcomes from USPTO patents with 853,638 reactions. The task is: Predict the reaction yield, written as a fraction of the theoretical maximum amount of product (1.0 means a 100% yield; for example, 0.34 means a 34% yield). The reactants are [O:1]1[CH2:5][CH2:4][CH:3]([CH2:6][C:7]([O:9]C)=O)[CH2:2]1.[NH2:11][NH2:12].O. The catalyst is CO. The product is [O:1]1[CH2:5][CH2:4][CH:3]([CH2:6][C:7]([NH:11][NH2:12])=[O:9])[CH2:2]1. The yield is 0.800.